From a dataset of Human intestinal absorption (HIA) binary classification data from Hou et al.. Regression/Classification. Given a drug SMILES string, predict its absorption, distribution, metabolism, or excretion properties. Task type varies by dataset: regression for continuous measurements (e.g., permeability, clearance, half-life) or binary classification for categorical outcomes (e.g., BBB penetration, CYP inhibition). Dataset: hia_hou. The compound is C[C@@H](CN(C)C)CN1c2ccccc2Sc2ccccc21. The result is 1 (good absorption).